From a dataset of Forward reaction prediction with 1.9M reactions from USPTO patents (1976-2016). Predict the product of the given reaction. (1) The product is: [CH2:12]([N:5]1[C:1](=[O:11])[C:2]2=[CH:10][CH:9]=[CH:8][CH:7]=[C:3]2[C:4]1=[O:6])[OH:13]. Given the reactants [C:1]1(=[O:11])[NH:5][C:4](=[O:6])[C:3]2=[CH:7][CH:8]=[CH:9][CH:10]=[C:2]12.[CH2:12]=[O:13], predict the reaction product. (2) Given the reactants [NH2:1][C:2]1[CH:11]=[C:10]2[C:5]([CH2:6][CH2:7][CH2:8][N:9]2C(=O)C(F)(F)F)=[CH:4][CH:3]=1.[CH3:18][C:19]1[N:27]=[C:26]([C:28]2[CH:33]=[CH:32][C:31]([F:34])=[CH:30][C:29]=2[F:35])[CH:25]=[CH:24][C:20]=1[C:21](O)=[O:22].Cl, predict the reaction product. The product is: [F:35][C:29]1[CH:30]=[C:31]([F:34])[CH:32]=[CH:33][C:28]=1[C:26]1[CH:25]=[CH:24][C:20]([C:21]([NH:1][C:2]2[CH:11]=[C:10]3[C:5]([CH2:6][CH2:7][CH2:8][NH:9]3)=[CH:4][CH:3]=2)=[O:22])=[C:19]([CH3:18])[N:27]=1. (3) The product is: [N+:3]([C:6]1[CH:7]=[C:8]2[CH:14]=[C:13]([C:15]([F:18])([F:17])[F:16])[NH:12][C:9]2=[N:10][CH:11]=1)([O-:5])=[O:4]. Given the reactants [OH-].[Na+].[N+:3]([C:6]1[CH:7]=[C:8]2[CH:14]=[C:13]([C:15]([F:18])([F:17])[F:16])[N:12](C(OC)=O)[C:9]2=[N:10][CH:11]=1)([O-:5])=[O:4].O.C(OCC)(=O)C, predict the reaction product. (4) Given the reactants [Br:1][C:2]1[CH:3]=[C:4]2[C:12](=[CH:13][CH:14]=1)[NH:11][C:10]1[C:9](=[O:15])[CH2:8][CH2:7][CH2:6][C:5]2=1.[BH4-].[Na+], predict the reaction product. The product is: [Br:1][C:2]1[CH:3]=[C:4]2[C:12](=[CH:13][CH:14]=1)[NH:11][C:10]1[CH:9]([OH:15])[CH2:8][CH2:7][CH2:6][C:5]2=1. (5) Given the reactants [BrH:1].C[O:3][C:4]1[CH:13]=[C:12]2[C:7]([CH2:8][CH2:9][NH:10][CH:11]2[CH3:14])=[CH:6][CH:5]=1, predict the reaction product. The product is: [BrH:1].[CH3:14][CH:11]1[C:12]2[C:7](=[CH:6][CH:5]=[C:4]([OH:3])[CH:13]=2)[CH2:8][CH2:9][NH:10]1. (6) Given the reactants [CH3:1][S:2]([OH:5])(=[O:4])=[O:3].[Si]([O:13][CH2:14][CH2:15][N:16]([C:41]#[N:42])[C:17]1[CH:22]=[CH:21][C:20]([NH:23][C:24]([C:26]2[S:27][CH:28]=[CH:29][C:30]=2[C:31]([NH:33][C:34]2[CH:39]=[CH:38][C:37]([Cl:40])=[CH:36][N:35]=2)=[O:32])=[O:25])=[CH:19][CH:18]=1)(C(C)(C)C)(C)C, predict the reaction product. The product is: [CH3:1][S:2]([OH:5])(=[O:4])=[O:3].[Cl:40][C:37]1[CH:38]=[CH:39][C:34]([NH:33][C:31]([C:30]2[CH:29]=[CH:28][S:27][C:26]=2[C:24]([NH:23][C:20]2[CH:21]=[CH:22][C:17]([N:16]3[CH2:15][CH2:14][O:13][C:41]3=[NH:42])=[CH:18][CH:19]=2)=[O:25])=[O:32])=[N:35][CH:36]=1. (7) Given the reactants [CH2:1]([O:8][C:9](=[O:27])[NH:10][CH2:11][C@H:12]1[CH2:17][CH2:16][C@@H:15]([NH:18][C:19]2[CH:24]=[C:23](Cl)[N:22]=[C:21]([CH3:26])[N:20]=2)[CH2:14][CH2:13]1)[C:2]1[CH:7]=[CH:6][CH:5]=[CH:4][CH:3]=1.C[CH2:29][N:30](C(C)C)[CH:31](C)C.CNC, predict the reaction product. The product is: [CH2:1]([O:8][C:9](=[O:27])[NH:10][CH2:11][C@H:12]1[CH2:17][CH2:16][C@@H:15]([NH:18][C:19]2[CH:24]=[C:23]([N:30]([CH3:31])[CH3:29])[N:22]=[C:21]([CH3:26])[N:20]=2)[CH2:14][CH2:13]1)[C:2]1[CH:7]=[CH:6][CH:5]=[CH:4][CH:3]=1. (8) Given the reactants CO[C:3]1[CH:12]=[CH:11][C:6](/[CH:7]=[CH:8]/[CH:9]=[O:10])=[CH:5][CH:4]=1.[N+:13](C(O)C)([O-:15])=[O:14].[C:19]([OH:27])(=O)[C:20]1C=CC=CC=1.[CH3:28][OH:29], predict the reaction product. The product is: [CH3:28][O:29][C:5]1[CH:4]=[CH:3][CH:12]=[CH:11][C:6]=1[C@@H:7]1[C@@H:8]([N+:13]([O-:15])=[O:14])[CH2:9][O:10][CH:19]([OH:27])[CH2:20]1. (9) Given the reactants [CH:1](=[O:10])[C:2]1[CH:7]=[CH:6][C:5]([O:8][CH3:9])=[CH:4][CH:3]=1.[NH2:11][C:12]1[N:13]=[N:14][C:15]([CH3:18])=[CH:16][CH:17]=1.C([O:21][C:22](=O)[C:23]([OH:35])=[CH:24][C:25]([C:27]1[CH:32]=[CH:31][C:30]([O:33][CH3:34])=[CH:29][CH:28]=1)=O)C, predict the reaction product. The product is: [OH:35][C:23]1[C:22](=[O:21])[N:11]([C:12]2[N:13]=[N:14][C:15]([CH3:18])=[CH:16][CH:17]=2)[CH:25]([C:27]2[CH:28]=[CH:29][C:30]([O:33][CH3:34])=[CH:31][CH:32]=2)[C:24]=1[C:1](=[O:10])[C:2]1[CH:7]=[CH:6][C:5]([O:8][CH3:9])=[CH:4][CH:3]=1.